From a dataset of Full USPTO retrosynthesis dataset with 1.9M reactions from patents (1976-2016). Predict the reactants needed to synthesize the given product. Given the product [CH2:1]([NH:5][C:6]1[N:14]=[C:13]2[C:9]([N:10]=[C:11]([O:15][CH3:16])[N:12]2[CH2:25][CH2:26][CH2:27][CH:28]2[CH2:33][CH2:32][O:31][CH2:30][CH2:29]2)=[C:8]([NH2:17])[N:7]=1)[CH2:2][CH2:3][CH3:4], predict the reactants needed to synthesize it. The reactants are: [CH2:1]([NH:5][C:6]1[NH:14][C:13]2[C:9]([N:10]=[C:11]([O:15][CH3:16])[N:12]=2)=[C:8]([NH2:17])[N:7]=1)[CH2:2][CH2:3][CH3:4].C(=O)([O-])[O-].[K+].[K+].Br[CH2:25][CH2:26][CH2:27][CH:28]1[CH2:33][CH2:32][O:31][CH2:30][CH2:29]1.